From a dataset of Full USPTO retrosynthesis dataset with 1.9M reactions from patents (1976-2016). Predict the reactants needed to synthesize the given product. (1) Given the product [OH:1][C:2]([C:10]1[O:11][C:12]2[CH:18]=[CH:17][C:16]([CH2:19][C:20]([NH:64][CH:63]([C:62]3[CH:61]=[CH:60][N:59]=[CH:58][C:57]=3[CH3:56])[C:65]3[CH:66]=[CH:67][CH:68]=[CH:69][CH:70]=3)=[O:21])=[CH:15][C:13]=2[CH:14]=1)([C:4]1[CH:9]=[CH:8][N:7]=[CH:6][CH:5]=1)[CH3:3], predict the reactants needed to synthesize it. The reactants are: [OH:1][C:2]([C:10]1[O:11][C:12]2[CH:18]=[CH:17][C:16]([CH2:19][C:20](O)=[O:21])=[CH:15][C:13]=2[CH:14]=1)([C:4]1[CH:9]=[CH:8][N:7]=[CH:6][CH:5]=1)[CH3:3].CN(C(ON1N=NC2C=CC=NC1=2)=[N+](C)C)C.F[P-](F)(F)(F)(F)F.CCN(C(C)C)C(C)C.[CH3:56][C:57]1[CH:58]=[N:59][CH:60]=[CH:61][C:62]=1[CH:63]([C:65]1[CH:70]=[CH:69][CH:68]=[CH:67][CH:66]=1)[NH2:64]. (2) Given the product [C:1]([O:5][C:6](=[O:33])[NH:7][C:8]1[S:9][C:10]([CH:31]=[O:32])=[C:11]([C:13]2[C:14]([CH:27]([OH:30])[CH2:28][CH3:29])=[N:15][N:16]([CH2:18][C:19]3[CH:20]=[CH:21][C:22]([O:25][CH3:26])=[CH:23][CH:24]=3)[CH:17]=2)[N:12]=1)([CH3:2])([CH3:3])[CH3:4], predict the reactants needed to synthesize it. The reactants are: [C:1]([O:5][C:6](=[O:33])[NH:7][C:8]1[S:9][C:10]([CH:31]=[O:32])=[C:11]([C:13]2[C:14]([CH:27]([OH:30])[CH:28]=[CH2:29])=[N:15][N:16]([CH2:18][C:19]3[CH:24]=[CH:23][C:22]([O:25][CH3:26])=[CH:21][CH:20]=3)[CH:17]=2)[N:12]=1)([CH3:4])([CH3:3])[CH3:2]. (3) Given the product [O-:26][N+:10]1[C:11]2[C:2](=[O:1])[N:3]([CH2:17][O:18][CH2:19][CH2:20][Si:21]([CH3:23])([CH3:22])[CH3:24])[CH:4]=[C:5]([C:12]([O:14][CH2:15][CH3:16])=[O:13])[C:6]=2[CH:7]=[CH:8][CH:9]=1, predict the reactants needed to synthesize it. The reactants are: [O:1]=[C:2]1[C:11]2[N:10]=[CH:9][CH:8]=[CH:7][C:6]=2[C:5]([C:12]([O:14][CH2:15][CH3:16])=[O:13])=[CH:4][N:3]1[CH2:17][O:18][CH2:19][CH2:20][Si:21]([CH3:24])([CH3:23])[CH3:22].C(N)(N)=[O:26].OO.FC(F)(F)C(OC(=O)C(F)(F)F)=O. (4) Given the product [N+:39]([C:42]1[CH:43]=[C:44]([S:48]([O:23][C:13]2[CH2:12][CH:11]([C:9](=[O:10])[NH:8][C:5]3[CH:6]=[CH:7][C:2]([Cl:1])=[CH:3][C:4]=3[C:24](=[O:31])[NH:25][CH:26]([CH:28]3[CH2:29][CH2:30]3)[CH3:27])[N:15]([C:16]3[C:21]([Cl:22])=[CH:20][CH:19]=[CH:18][N:17]=3)[N:14]=2)(=[O:50])=[O:49])[CH:45]=[CH:46][CH:47]=1)([O-:41])=[O:40], predict the reactants needed to synthesize it. The reactants are: [Cl:1][C:2]1[CH:7]=[CH:6][C:5]([NH:8][C:9]([CH:11]2[N:15]([C:16]3[C:21]([Cl:22])=[CH:20][CH:19]=[CH:18][N:17]=3)[N:14]=[C:13]([OH:23])[CH2:12]2)=[O:10])=[C:4]([C:24](=[O:31])[NH:25][CH:26]([CH:28]2[CH2:30][CH2:29]2)[CH3:27])[CH:3]=1.C(N(CC)CC)C.[N+:39]([C:42]1[CH:43]=[C:44]([S:48](Cl)(=[O:50])=[O:49])[CH:45]=[CH:46][CH:47]=1)([O-:41])=[O:40].O. (5) Given the product [C:31]([C:34]1[CH:35]=[C:36]([CH:39]=[CH:40][CH:41]=1)[CH:37]=[N:30][NH:29][C:16]1[CH:15]=[C:14]([N:8]2[CH2:13][CH2:12][O:11][CH2:10][CH2:9]2)[N:19]2[N:20]=[C:21]([C:23]3[CH:28]=[CH:27][CH:26]=[CH:25][CH:24]=3)[CH:22]=[C:18]2[N:17]=1)([OH:33])=[O:32], predict the reactants needed to synthesize it. The reactants are: FC(F)(F)C(O)=O.[N:8]1([C:14]2[N:19]3[N:20]=[C:21]([C:23]4[CH:28]=[CH:27][CH:26]=[CH:25][CH:24]=4)[CH:22]=[C:18]3[N:17]=[C:16]([NH:29][NH2:30])[CH:15]=2)[CH2:13][CH2:12][O:11][CH2:10][CH2:9]1.[C:31]([C:34]1[CH:35]=[C:36]([CH:39]=[CH:40][CH:41]=1)[CH:37]=O)([OH:33])=[O:32].